From a dataset of Forward reaction prediction with 1.9M reactions from USPTO patents (1976-2016). Predict the product of the given reaction. (1) Given the reactants [Cl:1][C:2]1[N:7]=[C:6]([NH:8][C:9]2[CH:14]=[C:13]([C:15]3[CH:20]=[CH:19][C:18]([F:21])=[CH:17][C:16]=3[O:22][CH3:23])[C:12]([F:24])=[CH:11][N:10]=2)[CH:5]=[C:4]([CH2:25]Cl)[CH:3]=1.[CH3:27][S-:28].[Na+], predict the reaction product. The product is: [Cl:1][C:2]1[N:7]=[C:6]([NH:8][C:9]2[CH:14]=[C:13]([C:15]3[CH:20]=[CH:19][C:18]([F:21])=[CH:17][C:16]=3[O:22][CH3:23])[C:12]([F:24])=[CH:11][N:10]=2)[CH:5]=[C:4]([CH2:25][S:28][CH3:27])[CH:3]=1. (2) Given the reactants [O:1]=[C:2]([NH:17][C:18]1[CH:23]=[CH:22][C:21]([O:24][C:25]2[CH:30]=[CH:29][CH:28]=[CH:27][CH:26]=2)=[CH:20][CH:19]=1)[CH2:3][N:4]1[CH2:9][CH2:8][N:7](C(OC(C)(C)C)=O)[CH2:6][CH2:5]1.Cl, predict the reaction product. The product is: [O:24]([C:21]1[CH:20]=[CH:19][C:18]([NH:17][C:2](=[O:1])[CH2:3][N:4]2[CH2:9][CH2:8][NH:7][CH2:6][CH2:5]2)=[CH:23][CH:22]=1)[C:25]1[CH:30]=[CH:29][CH:28]=[CH:27][CH:26]=1. (3) Given the reactants C(OC([N:8]1[CH2:13][CH2:12][C:11]2[N:14]([CH2:42][C:43]([F:46])([F:45])[F:44])[C:15]([C:17]3[CH:22]=[CH:21][N:20]=[C:19]([NH:23][C:24]4[CH:29]=[C:28]([N:30]5[CH2:35][CH2:34][N:33]([CH3:36])[CH2:32][CH2:31]5)[CH:27]=[CH:26][C:25]=4[O:37][C:38]([F:41])([F:40])[F:39])[N:18]=3)=[CH:16][C:10]=2[C:9]1=[O:47])=O)(C)(C)C.[ClH:48], predict the reaction product. The product is: [ClH:48].[CH3:36][N:33]1[CH2:32][CH2:31][N:30]([C:28]2[CH:27]=[CH:26][C:25]([O:37][C:38]([F:41])([F:39])[F:40])=[C:24]([NH:23][C:19]3[N:18]=[C:17]([C:15]4[N:14]([CH2:42][C:43]([F:45])([F:46])[F:44])[C:11]5[CH2:12][CH2:13][NH:8][C:9](=[O:47])[C:10]=5[CH:16]=4)[CH:22]=[CH:21][N:20]=3)[CH:29]=2)[CH2:35][CH2:34]1. (4) Given the reactants [F:1][C:2]1[CH:35]=[CH:34][C:5]([CH2:6][O:7][CH2:8][C:9]([NH:11][CH2:12][CH2:13][CH2:14][C:15]2[CH:33]=[CH:32][C:18]([O:19][C@@H:20]3[CH2:24][CH2:23][N:22](C(OC(C)(C)C)=O)[CH2:21]3)=[CH:17][CH:16]=2)=[O:10])=[CH:4][CH:3]=1.FC(F)(F)C(O)=O, predict the reaction product. The product is: [F:1][C:2]1[CH:3]=[CH:4][C:5]([CH2:6][O:7][CH2:8][C:9]([NH:11][CH2:12][CH2:13][CH2:14][C:15]2[CH:33]=[CH:32][C:18]([O:19][C@@H:20]3[CH2:24][CH2:23][NH:22][CH2:21]3)=[CH:17][CH:16]=2)=[O:10])=[CH:34][CH:35]=1. (5) Given the reactants [CH3:1][O:2][NH:3][C:4]([C:6]1[C:7](=[O:28])[C:8]2[CH:13]=[N:12][C:11](S(C)(=O)=O)=[N:10][C:9]=2[N:18]([C:20]2[CH:25]=[CH:24][C:23]([CH2:26][CH3:27])=[CH:22][CH:21]=2)[CH:19]=1)=[O:5].C(OC([N:36]1[CH2:41][CH2:40][CH:39]([C:42]2[CH:47]=[CH:46][C:45]([NH2:48])=[CH:44][CH:43]=2)[CH2:38][CH2:37]1)=O)(C)(C)C, predict the reaction product. The product is: [CH3:1][O:2][NH:3][C:4]([C:6]1[C:7](=[O:28])[C:8]2[CH:13]=[N:12][C:11]([NH:48][C:45]3[CH:46]=[CH:47][C:42]([CH:39]4[CH2:38][CH2:37][NH:36][CH2:41][CH2:40]4)=[CH:43][CH:44]=3)=[N:10][C:9]=2[N:18]([C:20]2[CH:25]=[CH:24][C:23]([CH2:26][CH3:27])=[CH:22][CH:21]=2)[CH:19]=1)=[O:5]. (6) Given the reactants [CH3:1][C:2]1[N:7]=[C:6]([O:8][CH2:9][C:10]2[CH:18]=[CH:17][C:13]([C:14]([OH:16])=O)=[CH:12][CH:11]=2)[CH:5]=[CH:4][CH:3]=1.ON1C(=O)CCC1=O.CCN=C=NCCCN(C)C.Cl.C([O-])([O-])=O.[Na+].[Na+].[CH3:45][C:46]1([CH3:55])[CH2:51][CH:50]([NH2:52])[CH2:49][C:48]([CH3:54])([CH3:53])[NH:47]1, predict the reaction product. The product is: [CH3:1][C:2]1[N:7]=[C:6]([O:8][CH2:9][C:10]2[CH:11]=[CH:12][C:13]([C:14]([NH:52][CH:50]3[CH2:51][C:46]([CH3:55])([CH3:45])[NH:47][C:48]([CH3:54])([CH3:53])[CH2:49]3)=[O:16])=[CH:17][CH:18]=2)[CH:5]=[CH:4][CH:3]=1. (7) Given the reactants [Br:1][C:2]1[CH:3]=[C:4]([CH:7]=[C:8]([O:11][CH2:12][CH3:13])[C:9]=1[OH:10])[CH:5]=[O:6].[H-].[Na+].[CH2:16](Cl)[O:17][CH3:18].CCOC(C)=O, predict the reaction product. The product is: [Br:1][C:2]1[CH:3]=[C:4]([CH:7]=[C:8]([O:11][CH2:12][CH3:13])[C:9]=1[O:10][CH2:16][O:17][CH3:18])[CH:5]=[O:6]. (8) Given the reactants [Si:1]([O:8][CH2:9][C:10]1[C:15]([O:16][CH3:17])=[CH:14][CH:13]=[C:12]([C:18]#[C:19][Si](C)(C)C)[N:11]=1)([C:4]([CH3:7])([CH3:6])[CH3:5])([CH3:3])[CH3:2].C(=O)([O-])[O-].[K+].[K+], predict the reaction product. The product is: [Si:1]([O:8][CH2:9][C:10]1[C:15]([O:16][CH3:17])=[CH:14][CH:13]=[C:12]([C:18]#[CH:19])[N:11]=1)([C:4]([CH3:7])([CH3:6])[CH3:5])([CH3:3])[CH3:2]. (9) Given the reactants CO[C:3](=O)[CH:4]=[CH:5][C:6]([N:9]1[C:17]2[C:12](=[N:13][CH:14]=[CH:15][CH:16]=2)[N:11]=[CH:10]1)([CH3:8])[CH3:7].[H][H].[BH4-].[Na+].N(C(OCC)=O)=NC(OCC)=O.C1(P(C2C=CC=CC=2)C2C=CC=CC=2)C=CC=CC=1.[C:54]1(=[O:64])[NH:58][C:57](=[O:59])[C:56]2=[CH:60][CH:61]=[CH:62][CH:63]=[C:55]12, predict the reaction product. The product is: [N:9]1([C:6]([CH3:7])([CH3:8])[CH2:5][CH2:4][CH2:3][N:58]2[C:54](=[O:64])[C:55]3[C:56](=[CH:60][CH:61]=[CH:62][CH:63]=3)[C:57]2=[O:59])[C:17]2[C:12](=[N:13][CH:14]=[CH:15][CH:16]=2)[N:11]=[CH:10]1.